From a dataset of Retrosynthesis with 50K atom-mapped reactions and 10 reaction types from USPTO. Predict the reactants needed to synthesize the given product. (1) The reactants are: Oc1ccc2c(c1)C(O)CC(c1cc(F)ccc1F)O2. Given the product Oc1ccc2c(c1)CCC(c1cc(F)ccc1F)O2, predict the reactants needed to synthesize it. (2) Given the product COc1cccc2c(C(=O)N3CCN(C)[C@@H](C)C3)cn(CC3CCCCC3)c12, predict the reactants needed to synthesize it. The reactants are: CI.COc1cccc2c(C(=O)N3CCN[C@@H](C)C3)cn(CC3CCCCC3)c12. (3) Given the product CC(C)NC(=O)N1CCc2ccc(S(=O)(=O)NC(=O)NC3CCCCC3)cc2CC1, predict the reactants needed to synthesize it. The reactants are: CC(C)NC(=O)N1CCc2ccc(S(N)(=O)=O)cc2CC1.O=C=NC1CCCCC1. (4) Given the product Cc1cccc(Oc2ccc(F)cc2)c1, predict the reactants needed to synthesize it. The reactants are: Cc1cccc(Br)c1.Oc1ccc(F)cc1. (5) Given the product CC(=O)C(Sc1ccc(Cl)cc1)c1ccccc1, predict the reactants needed to synthesize it. The reactants are: CC(=O)C(Br)c1ccccc1.Sc1ccc(Cl)cc1. (6) Given the product O=C1COc2ccc(-c3cc(C(F)(F)F)nn3-c3cccc(C(F)(F)F)c3)cc2N1, predict the reactants needed to synthesize it. The reactants are: NNc1cccc(C(F)(F)F)c1.O=C1COc2ccc(C(=O)CC(=O)C(F)(F)F)cc2N1. (7) Given the product Nc1nc(OC2CCCCC2)nc2c1ncn2C1CCCCO1, predict the reactants needed to synthesize it. The reactants are: Nc1nc(F)nc2c1ncn2C1CCCCO1.OC1CCCCC1.